From a dataset of Full USPTO retrosynthesis dataset with 1.9M reactions from patents (1976-2016). Predict the reactants needed to synthesize the given product. (1) Given the product [Cl:1][C:2]1[N:7]=[C:6]([I:9])[C:5]([NH2:8])=[CH:4][CH:3]=1, predict the reactants needed to synthesize it. The reactants are: [Cl:1][C:2]1[N:7]=[CH:6][C:5]([NH2:8])=[CH:4][CH:3]=1.[I:9]I. (2) Given the product [CH2:1]([CH:3]1[N:12]2[C:7](=[CH:8][C:9](=[O:18])[C:10]([C:13]([OH:15])=[O:14])=[CH:11]2)[C:6]2[CH:19]=[C:20]([CH2:25][CH3:26])[C:21]([O:23][CH3:24])=[CH:22][C:5]=2[CH2:4]1)[CH3:2], predict the reactants needed to synthesize it. The reactants are: [CH2:1]([CH:3]1[N:12]2[C:7](=[CH:8][C:9](=[O:18])[C:10]([C:13]([O:15]CC)=[O:14])=[CH:11]2)[C:6]2[CH:19]=[C:20]([CH2:25][CH3:26])[C:21]([O:23][CH3:24])=[CH:22][C:5]=2[CH2:4]1)[CH3:2].[OH-].[Na+].Cl. (3) Given the product [C:1]([O:5][C:6]([NH:8][CH2:9][C:10]([NH:12][C@@H:13]1[CH2:17][CH2:16][N:15]([CH2:27][C:20]2[C:21]3[C:26](=[CH:25][CH:24]=[CH:23][CH:22]=3)[NH:18][CH:19]=2)[CH2:14]1)=[O:11])=[O:7])([CH3:4])([CH3:2])[CH3:3], predict the reactants needed to synthesize it. The reactants are: [C:1]([O:5][C:6]([NH:8][CH2:9][C:10]([NH:12][C@@H:13]1[CH2:17][CH2:16][NH:15][CH2:14]1)=[O:11])=[O:7])([CH3:4])([CH3:3])[CH3:2].[NH:18]1[C:26]2[C:21](=[CH:22][CH:23]=[CH:24][CH:25]=2)[CH:20]=[CH:19]1.[CH2:27]=O. (4) Given the product [CH:41]1([NH:10][CH2:11][C:12]2[CH:13]=[CH:14][C:15]([NH:18][C:19](=[O:51])[C:20]3[CH:21]=[CH:22][C:23]([CH2:26][N:27]([CH2:35][C:36]4[NH:40][CH:39]=[CH:38][N:37]=4)[CH2:28][C:29]4[N:30]([CH3:34])[CH:31]=[CH:32][N:33]=4)=[CH:24][CH:25]=3)=[CH:16][CH:17]=2)[CH2:42][CH2:43][CH2:44][CH2:45][CH2:46]1, predict the reactants needed to synthesize it. The reactants are: C(OC(=O)[N:10]([CH:41]1[CH2:46][CH2:45][CH2:44][CH2:43][CH2:42]1)[CH2:11][C:12]1[CH:17]=[CH:16][C:15]([NH:18][CH2:19][C:20]2[CH:25]=[CH:24][C:23]([CH2:26][N:27]([CH2:35][C:36]3[NH:37][CH:38]=[CH:39][N:40]=3)[CH2:28][C:29]3[N:30]([CH3:34])[CH:31]=[CH:32][N:33]=3)=[CH:22][CH:21]=2)=[CH:14][CH:13]=1)C1C=CC=CC=1.[H][H].C[OH:51]. (5) The reactants are: [Si]([O:8][CH2:9][C:10]1[CH:15]=[C:14]([CH3:16])[C:13]([O:17][C:18](=[O:29])[CH:19]([NH:21][C:22]([O:24][C:25]([CH3:28])([CH3:27])[CH3:26])=[O:23])[CH3:20])=[C:12]([CH3:30])[CH:11]=1)(C(C)(C)C)(C)C.C1COCC1.O. Given the product [OH:8][CH2:9][C:10]1[CH:11]=[C:12]([CH3:30])[C:13]([O:17][C:18](=[O:29])[CH:19]([NH:21][C:22]([O:24][C:25]([CH3:27])([CH3:26])[CH3:28])=[O:23])[CH3:20])=[C:14]([CH3:16])[CH:15]=1, predict the reactants needed to synthesize it. (6) Given the product [CH3:46][O:45][C:43](=[O:44])[CH2:42][C:38]1([N:30]2[CH2:31][CH2:32][C:27]([CH2:33][O:34][CH3:35])([CH2:26][N:16]([C@@H:17]3[CH2:19][C@H:18]3[C:20]3[CH:25]=[CH:24][CH:23]=[CH:22][CH:21]=3)[C:14](=[O:15])[C:13]([F:12])([F:36])[F:37])[CH2:28][CH2:29]2)[CH2:41][CH2:40][CH2:39]1, predict the reactants needed to synthesize it. The reactants are: N12CCCN=C1CCCCC2.[F:12][C:13]([F:37])([F:36])[C:14]([N:16]([CH2:26][C:27]1([CH2:33][O:34][CH3:35])[CH2:32][CH2:31][NH:30][CH2:29][CH2:28]1)[C@@H:17]1[CH2:19][C@H:18]1[C:20]1[CH:25]=[CH:24][CH:23]=[CH:22][CH:21]=1)=[O:15].[C:38]1(=[CH:42][C:43]([O:45][CH3:46])=[O:44])[CH2:41][CH2:40][CH2:39]1. (7) The reactants are: [Cl:1][C:2]1[C:3]([C:32]2[C:40]3[C:35](=[CH:36][CH:37]=[CH:38][CH:39]=3)[N:34](S(C3C=CC=CC=3)(=O)=O)[CH:33]=2)=[N:4][C:5]([NH:8][C@@H:9]2[CH2:14][CH2:13][CH2:12][C@H:11]([NH:15][C:16]([C:18]3[CH:23]=[CH:22][C:21]([NH:24][C:25](=[O:31])[O:26][C:27]([CH3:30])([CH3:29])[CH3:28])=[CH:20][CH:19]=3)=[O:17])[CH2:10]2)=[N:6][CH:7]=1.[OH-].[Na+]. Given the product [Cl:1][C:2]1[C:3]([C:32]2[C:40]3[C:35](=[CH:36][CH:37]=[CH:38][CH:39]=3)[NH:34][CH:33]=2)=[N:4][C:5]([NH:8][C@@H:9]2[CH2:14][CH2:13][CH2:12][C@H:11]([NH:15][C:16]([C:18]3[CH:19]=[CH:20][C:21]([NH:24][C:25](=[O:31])[O:26][C:27]([CH3:30])([CH3:29])[CH3:28])=[CH:22][CH:23]=3)=[O:17])[CH2:10]2)=[N:6][CH:7]=1, predict the reactants needed to synthesize it.